Dataset: Catalyst prediction with 721,799 reactions and 888 catalyst types from USPTO. Task: Predict which catalyst facilitates the given reaction. (1) Product: [Br:33][C:30]1[CH:31]=[CH:32][C:27]([O:26][C:23]2[CH:24]=[CH:25][C:20]([S:17]([N:8]([CH2:9][C:10]([OH:12])=[O:11])[CH2:7][C:6](=[O:5])[NH:42][OH:43])(=[O:19])=[O:18])=[CH:21][CH:22]=2)=[CH:28][CH:29]=1. Reactant: C([O:5][C:6](=O)[CH2:7][N:8]([S:17]([C:20]1[CH:25]=[CH:24][C:23]([O:26][C:27]2[CH:32]=[CH:31][C:30]([Br:33])=[CH:29][CH:28]=2)=[CH:22][CH:21]=1)(=[O:19])=[O:18])[CH2:9][C:10]([O:12]C(C)(C)C)=[O:11])(C)(C)C.CN1CCOCC1.[NH2:42][OH:43].Cl.[OH-].[K+]. The catalyst class is: 36. (2) Reactant: O=P(Cl)(Cl)Cl.O=[C:7]1[CH:13]([NH:14][CH:15]=[O:16])[C:12]2[CH:17]=[CH:18][CH:19]=[CH:20][C:11]=2[S:10][C:9]2[CH:21]=[CH:22][CH:23]=[CH:24][C:8]1=2. Product: [O:16]1[C:7]2[C:8]3[CH:24]=[CH:23][CH:22]=[CH:21][C:9]=3[S:10][C:11]3[CH:20]=[CH:19][CH:18]=[CH:17][C:12]=3[C:13]=2[N:14]=[CH:15]1. The catalyst class is: 11. (3) Reactant: [CH2:1]([N:8]1[CH:12]=[C:11]([C:13]2[CH:18]=[CH:17][C:16]([N+:19]([O-])=O)=[CH:15][C:14]=2[O:22][CH:23]([F:25])[F:24])[CH:10]=[N:9]1)[C:2]1[CH:7]=[CH:6][CH:5]=[CH:4][CH:3]=1.[Cl-].[NH4+]. Product: [CH2:1]([N:8]1[CH:12]=[C:11]([C:13]2[CH:18]=[CH:17][C:16]([NH2:19])=[CH:15][C:14]=2[O:22][CH:23]([F:25])[F:24])[CH:10]=[N:9]1)[C:2]1[CH:3]=[CH:4][CH:5]=[CH:6][CH:7]=1. The catalyst class is: 490. (4) Reactant: [Br:1][C:2]1[CH:3]=[CH:4][C:5]2[N:6]([CH:8]=[C:9]([C:11]([O:13]CC)=O)[N:10]=2)[CH:7]=1.[CH:16]([Mg]Cl)([CH3:18])[CH3:17].O. Product: [Br:1][C:2]1[CH:3]=[CH:4][C:5]2[N:6]([CH:8]=[C:9]([C:11]([CH:16]([CH3:18])[CH3:17])=[O:13])[N:10]=2)[CH:7]=1. The catalyst class is: 7. (5) Reactant: [C:1]([O:5][C:6]([N:8]1[CH2:13][CH2:12][CH:11]([O:14][CH:15]([C:17]2[O:21][N:20]=[C:19]([C:22]3[CH:27]=[CH:26][C:25]([C:28]([O:30]C)=[O:29])=[C:24]([F:32])[CH:23]=3)[N:18]=2)[CH3:16])[CH2:10][CH2:9]1)=[O:7])([CH3:4])([CH3:3])[CH3:2].[OH-].[Na+].C(O)(=O)CC(CC(O)=O)(C(O)=O)O. Product: [C:1]([O:5][C:6]([N:8]1[CH2:13][CH2:12][CH:11]([O:14][CH:15]([C:17]2[O:21][N:20]=[C:19]([C:22]3[CH:27]=[CH:26][C:25]([C:28]([OH:30])=[O:29])=[C:24]([F:32])[CH:23]=3)[N:18]=2)[CH3:16])[CH2:10][CH2:9]1)=[O:7])([CH3:2])([CH3:3])[CH3:4]. The catalyst class is: 100.